This data is from Reaction yield outcomes from USPTO patents with 853,638 reactions. The task is: Predict the reaction yield, written as a fraction of the theoretical maximum amount of product (1.0 means a 100% yield; for example, 0.34 means a 34% yield). (1) The reactants are [CH3:1][O:2][C:3]1[CH:4]=[C:5]2[C:10](=[CH:11][CH:12]=1)[N:9]=[CH:8][NH:7][C:6]2=O.[Cl:14]CCCl.P(Cl)(Cl)(Cl)(Cl)Cl. The catalyst is C(Cl)Cl. The product is [Cl:14][C:6]1[C:5]2[C:10](=[CH:11][CH:12]=[C:3]([O:2][CH3:1])[CH:4]=2)[N:9]=[CH:8][N:7]=1. The yield is 0.750. (2) The reactants are FC(F)(F)S(O[C:7]1[CH:16]=[C:15]2[C:10]([CH:11]([C:18]3[CH:23]=[CH:22][C:21]([Cl:24])=[C:20]([Cl:25])[CH:19]=3)[CH2:12][N:13]([CH3:17])[CH2:14]2)=[CH:9][CH:8]=1)(=O)=O.[CH3:28][S:29]([C:32]1[CH:37]=[CH:36][C:35](B(O)O)=[CH:34][CH:33]=1)(=[O:31])=[O:30].[Br-].[K+].[OH-].[K+]. The catalyst is C1(C)C=CC=CC=1.C1C=CC([P]([Pd]([P](C2C=CC=CC=2)(C2C=CC=CC=2)C2C=CC=CC=2)([P](C2C=CC=CC=2)(C2C=CC=CC=2)C2C=CC=CC=2)[P](C2C=CC=CC=2)(C2C=CC=CC=2)C2C=CC=CC=2)(C2C=CC=CC=2)C2C=CC=CC=2)=CC=1. The product is [Cl:25][C:20]1[CH:19]=[C:18]([CH:11]2[C:10]3[C:15](=[CH:16][C:7]([C:35]4[CH:36]=[CH:37][C:32]([S:29]([CH3:28])(=[O:31])=[O:30])=[CH:33][CH:34]=4)=[CH:8][CH:9]=3)[CH2:14][N:13]([CH3:17])[CH2:12]2)[CH:23]=[CH:22][C:21]=1[Cl:24]. The yield is 0.240. (3) The yield is 0.350. The reactants are [F:1][C:2]1[CH:7]=[C:6]([O:8]C)[CH:5]=[CH:4][C:3]=1[C:10]([C:12]1[S:28][C:15]2[N:16]([CH2:20][CH2:21][N:22]3[CH2:27][CH2:26][O:25][CH2:24][CH2:23]3)[C:17]([CH3:19])=[CH:18][C:14]=2[CH:13]=1)=[O:11].B(Br)(Br)Br.C(=O)(O)[O-].S([O-])([O-])(=O)=O.[Na+].[Na+]. The catalyst is C(Cl)Cl.B(Br)(Br)Br.CCOC(C)=O.CCOCC. The product is [F:1][C:2]1[CH:7]=[C:6]([OH:8])[CH:5]=[CH:4][C:3]=1[C:10]([C:12]1[S:28][C:15]2[N:16]([CH2:20][CH2:21][N:22]3[CH2:23][CH2:24][O:25][CH2:26][CH2:27]3)[C:17]([CH3:19])=[CH:18][C:14]=2[CH:13]=1)=[O:11]. (4) The reactants are [N:1]1[C:10]2[C:5](=[CH:6][C:7]([C:11]([O:13]C)=O)=[CH:8][CH:9]=2)[CH:4]=[CH:3][CH:2]=1.[NH3:15]. The catalyst is CO. The product is [N:1]1[C:10]2[C:5](=[CH:6][C:7]([C:11]([NH2:15])=[O:13])=[CH:8][CH:9]=2)[CH:4]=[CH:3][CH:2]=1. The yield is 0.880. (5) The reactants are [Cl:1][C:2]1[CH:7]=[C:6]([N+:8]([O-:10])=[O:9])[C:5](F)=[CH:4][C:3]=1[O:12][CH3:13].[OH-:14].[Na+]. No catalyst specified. The product is [Cl:1][C:2]1[C:3]([O:12][CH3:13])=[CH:4][C:5]([OH:14])=[C:6]([N+:8]([O-:10])=[O:9])[CH:7]=1. The yield is 0.760. (6) The reactants are [Cl:1][C:2]1[CH:27]=[CH:26][C:5]([CH2:6][N:7]2[C:12](=[O:13])[C:11](Br)=[N:10][N:9]([C:15]3[CH:16]=[C:17]([NH:21][C:22](=[O:24])[CH3:23])[CH:18]=[CH:19][CH:20]=3)[C:8]2=[O:25])=[CH:4][CH:3]=1.[CH3:28][O-:29].[Na+]. The catalyst is CO. The product is [Cl:1][C:2]1[CH:27]=[CH:26][C:5]([CH2:6][N:7]2[C:12](=[O:13])[C:11]([O:29][CH3:28])=[N:10][N:9]([C:15]3[CH:16]=[C:17]([NH:21][C:22](=[O:24])[CH3:23])[CH:18]=[CH:19][CH:20]=3)[C:8]2=[O:25])=[CH:4][CH:3]=1. The yield is 0.350. (7) The reactants are [F:1][CH2:2][CH2:3][N:4]1[CH2:9][C@@H:8]2[CH2:10][C@H:5]1[CH2:6][N:7]2[CH:11]1[CH2:16][CH2:15][N:14]([C:17]2[CH:22]=[CH:21][C:20]([N+:23]([O-])=O)=[C:19]([O:26][CH3:27])[CH:18]=2)[CH2:13][CH2:12]1. The product is [F:1][CH2:2][CH2:3][N:4]1[CH2:9][C@@H:8]2[CH2:10][C@H:5]1[CH2:6][N:7]2[CH:11]1[CH2:12][CH2:13][N:14]([C:17]2[CH:22]=[CH:21][C:20]([NH2:23])=[C:19]([O:26][CH3:27])[CH:18]=2)[CH2:15][CH2:16]1. The yield is 0.980. The catalyst is CCOC(C)=O.[Pd]. (8) The reactants are [N+:1]([C:4]1[CH:12]=[C:11]2[C:7]([CH:8]=[CH:9][NH:10]2)=[CH:6][CH:5]=1)([O-:3])=[O:2].ClS([N:17]=[C:18]=O)(=O)=O.C([O-])(O)=O.[Na+]. The catalyst is CN(C=O)C.CC#N. The product is [N+:1]([C:4]1[CH:12]=[C:11]2[C:7]([C:8]([C:18]#[N:17])=[CH:9][NH:10]2)=[CH:6][CH:5]=1)([O-:3])=[O:2]. The yield is 0.820. (9) The reactants are [C:1]([O:5][C:6]([NH:8][C@@H:9]([CH2:13][CH2:14][CH2:15][N:16]([C@@H:20]1[CH2:22][C@H:21]1[C:23]1[CH:28]=[CH:27][C:26]([F:29])=[CH:25][CH:24]=1)[CH2:17][CH:18]=[CH2:19])[C:10](O)=[O:11])=[O:7])([CH3:4])([CH3:3])[CH3:2].[CH3:30][N:31]([CH3:36])[CH:32]1[CH2:35][NH:34][CH2:33]1. No catalyst specified. The product is [F:29][C:26]1[CH:27]=[CH:28][C:23]([C@@H:21]2[CH2:22][CH:20]2[N:16]([CH2:17][CH:18]=[CH2:19])[CH2:15][CH2:14][CH2:13][C@@H:9]([NH:8][C:6](=[O:7])[O:5][C:1]([CH3:3])([CH3:4])[CH3:2])[C:10](=[O:11])[N:34]2[CH2:35][CH:32]([N:31]([CH3:36])[CH3:30])[CH2:33]2)=[CH:24][CH:25]=1. The yield is 0.990. (10) The reactants are [O:1]=[C:2]1[C:6]2([CH2:11][CH2:10][NH:9][CH2:8][CH2:7]2)[N:5]([C:12]2[CH:17]=[CH:16][CH:15]=[CH:14][CH:13]=2)[CH2:4][N:3]1[CH2:18][C:19]1[CH:20]=[C:21]([CH:29]=[CH:30][CH:31]=1)[C:22]([O:24][C:25]([CH3:28])([CH3:27])[CH3:26])=[O:23].C(=O)([O-])[O-].[K+].[K+].[I-].[Na+].Cl[CH2:41][CH2:42][CH2:43][N:44]1[C:52]2[C:47](=[CH:48][CH:49]=[CH:50][CH:51]=2)[CH:46]=[N:45]1. The catalyst is CC(=O)CC. The product is [N:44]1([CH2:43][CH2:42][CH2:41][N:9]2[CH2:10][CH2:11][C:6]3([N:5]([C:12]4[CH:13]=[CH:14][CH:15]=[CH:16][CH:17]=4)[CH2:4][N:3]([CH2:18][C:19]4[CH:20]=[C:21]([CH:29]=[CH:30][CH:31]=4)[C:22]([O:24][C:25]([CH3:28])([CH3:26])[CH3:27])=[O:23])[C:2]3=[O:1])[CH2:7][CH2:8]2)[C:52]2[C:47](=[CH:48][CH:49]=[CH:50][CH:51]=2)[CH:46]=[N:45]1. The yield is 0.840.